Dataset: Forward reaction prediction with 1.9M reactions from USPTO patents (1976-2016). Task: Predict the product of the given reaction. (1) Given the reactants Br[C:2]1[N:3]=[C:4]([CH:7]([CH3:9])[CH3:8])[NH:5][CH:6]=1.[C:10]1([CH3:19])[CH:15]=[CH:14][CH:13]=[C:12](B(O)O)[CH:11]=1.C([O-])([O-])=O.[Na+].[Na+], predict the reaction product. The product is: [CH:7]([C:4]1[NH:5][CH:6]=[C:2]([C:12]2[CH:11]=[C:10]([CH3:19])[CH:15]=[CH:14][CH:13]=2)[N:3]=1)([CH3:9])[CH3:8]. (2) The product is: [CH2:1]([N:3]1[C:7]2=[N:8][CH:9]=[C:10]([C:19]([NH:36][C@H:37]([C:40]3[CH:45]=[CH:44][CH:43]=[CH:42][CH:41]=3)[CH2:38][OH:39])=[O:20])[C:11]([NH:12][CH:13]3[CH2:18][CH2:17][O:16][CH2:15][CH2:14]3)=[C:6]2[CH:5]=[N:4]1)[CH3:2]. Given the reactants [CH2:1]([N:3]1[C:7]2=[N:8][CH:9]=[C:10]([C:19](O)=[O:20])[C:11]([NH:12][CH:13]3[CH2:18][CH2:17][O:16][CH2:15][CH2:14]3)=[C:6]2[CH:5]=[N:4]1)[CH3:2].C(Cl)CCl.C1C=CC2N(O)N=NC=2C=1.[NH2:36][C@H:37]([C:40]1[CH:45]=[CH:44][CH:43]=[CH:42][CH:41]=1)[CH2:38][OH:39], predict the reaction product. (3) Given the reactants Br[C:2]1[CH:7]=[CH:6][C:5]([N+:8]([O-:10])=[O:9])=[CH:4][C:3]=1[N:11]([CH2:15][C:16]([CH3:18])=[CH2:17])[C:12](=[O:14])[CH3:13].C([O-])=O.[Na+].C([O-])(=O)C.[Na+], predict the reaction product. The product is: [CH3:17][C:16]1([CH3:18])[C:2]2[C:3](=[CH:4][C:5]([N+:8]([O-:10])=[O:9])=[CH:6][CH:7]=2)[N:11]([C:12](=[O:14])[CH3:13])[CH2:15]1.